Dataset: Forward reaction prediction with 1.9M reactions from USPTO patents (1976-2016). Task: Predict the product of the given reaction. (1) Given the reactants C(OC1C=C(C=[CH:17][CH:18]=1)C(OC)=O)C1C=CC=CC=1.[S:19]([OH:23])(=[O:22])(=[O:21])[CH3:20].S(O)(=O)(=O)C.[NH2:29][NH:30][C:31]([NH2:33])=[NH:32].N, predict the reaction product. The product is: [S:19]([OH:23])(=[O:22])(=[O:21])[CH3:20].[NH2:33][C:31]1[N:30]=[N:29][CH:17]=[CH:18][N:32]=1. (2) Given the reactants [CH3:1][N:2]([C:4]([NH:6][C:7]([NH2:9])=[NH:8])=[NH:5])[CH3:3].CC(C)=O.O.[C:15]([OH:24])(=[O:23])[CH2:16][CH2:17][CH2:18][CH2:19][C:20]([OH:22])=[O:21], predict the reaction product. The product is: [CH3:1][N:2]([C:4]([NH:6][C:7]([NH2:9])=[NH:8])=[NH:5])[CH3:3].[C:15]([O-:24])(=[O:23])[CH2:16][CH2:17][CH2:18][CH2:19][C:20]([O-:22])=[O:21]. (3) Given the reactants [C:1]([N:5]1[C@@H:9]([CH2:10][C:11]2[CH:16]=[CH:15][CH:14]=[CH:13][CH:12]=2)[CH2:8][O:7][C:6]1=[O:17])(=[O:4])[CH2:2][CH3:3].[O-]S(C(F)(F)F)(=O)=O.C([B+]CCCC)CCC.C(N(CC)CC)C.[O:42]=[C:43]([C@H:49]([CH3:65])[C@@H:50]([O:56][C:57]([O:59][CH2:60][C:61]([Cl:64])([Cl:63])[Cl:62])=[O:58])[C@@H:51]([CH3:55])[CH2:52][CH:53]=[CH2:54])[C:44]([CH3:48])([CH3:47])[CH:45]=[O:46], predict the reaction product. The product is: [O:42]=[C:43]([C@H:49]([CH3:65])[C@@H:50]([O:56][C:57]([O:59][CH2:60][C:61]([Cl:62])([Cl:63])[Cl:64])=[O:58])[C@@H:51]([CH3:55])[CH2:52][CH:53]=[CH2:54])[C:44]([CH3:48])([CH3:47])[C@@H:45]([OH:46])[C@H:2]([CH3:3])[C:1]([N:5]1[C@@H:9]([CH2:10][C:11]2[CH:16]=[CH:15][CH:14]=[CH:13][CH:12]=2)[CH2:8][O:7][C:6]1=[O:17])=[O:4]. (4) Given the reactants C1C=CC(N([S:8]([C:11]([F:14])([F:13])[F:12])(=[O:10])=[O:9])[S:8]([C:11]([F:14])([F:13])[F:12])(=[O:10])=[O:9])=CC=1.C(N(CC)CC)C.[CH2:29]([C:31]([C:42]1[CH:47]=[CH:46][C:45](/[CH:48]=[CH:49]/[C:50]2([OH:56])[CH2:55][CH2:54][O:53][CH2:52][CH2:51]2)=[C:44]([CH3:57])[CH:43]=1)([C:34]1[CH:39]=[CH:38][C:37]([OH:40])=[C:36]([CH3:41])[CH:35]=1)[CH2:32][CH3:33])[CH3:30], predict the reaction product. The product is: [CH2:29]([C:31]([C:34]1[CH:39]=[CH:38][C:37]([O:40][S:8]([C:11]([F:14])([F:13])[F:12])(=[O:10])=[O:9])=[C:36]([CH3:41])[CH:35]=1)([C:42]1[CH:47]=[CH:46][C:45](/[CH:48]=[CH:49]/[C:50]2([OH:56])[CH2:55][CH2:54][O:53][CH2:52][CH2:51]2)=[C:44]([CH3:57])[CH:43]=1)[CH2:32][CH3:33])[CH3:30]. (5) Given the reactants Br[C:2]1[CH:3]=[C:4]([C:14]([N:16]2[CH2:20][C:19](=[O:21])[NH:18][CH2:17]2)=[O:15])[S:5][C:6]=1[C:7]1[CH:12]=[CH:11][CH:10]=[C:9]([Cl:13])[CH:8]=1.[Cl:22][C:23]1[CH:24]=[C:25](B(O)O)[CH:26]=[CH:27][C:28]=1[F:29].C(=O)(O)[O-].[Na+], predict the reaction product. The product is: [Cl:22][C:23]1[CH:24]=[C:25]([C:2]2[CH:3]=[C:4]([C:14]([N:16]3[CH2:20][C:19](=[O:21])[NH:18][CH2:17]3)=[O:15])[S:5][C:6]=2[C:7]2[CH:12]=[CH:11][CH:10]=[C:9]([Cl:13])[CH:8]=2)[CH:26]=[CH:27][C:28]=1[F:29]. (6) Given the reactants [NH2:1][C:2]1[NH:3][C:4](=[O:33])[C:5]2[N:6]=[CH:7][N:8]([CH2:11][O:12][CH2:13][CH2:14][O:15][C:16](=[O:32])[C@H:17]([CH:29]([CH3:31])[CH3:30])[NH:18]C(OCC3C=CC=CC=3)=O)[C:9]=2[N:10]=1, predict the reaction product. The product is: [CH3:31][CH:29]([C@H:17]([NH2:18])[C:16]([O:15][CH2:14][CH2:13][O:12][CH2:11][N:8]1[C:9]2[NH:10][C:2]([NH2:1])=[N:3][C:4](=[O:33])[C:5]=2[N:6]=[CH:7]1)=[O:32])[CH3:30]. (7) Given the reactants CC(C)([O-])C.[K+].[CH2:7]1[CH2:11][O:10][CH2:9][CH2:8]1.OC1C=[C:15]2[C:20](=[CH:21][CH:22]=1)[N:19]([CH3:23])[C:18](=[O:24])[CH2:17][CH2:16]2.C(I)C, predict the reaction product. The product is: [CH2:11]([O:10][C:9]1[CH:8]=[C:15]2[C:20](=[CH:21][CH:22]=1)[N:19]([CH3:23])[C:18](=[O:24])[CH2:17][CH2:16]2)[CH3:7]. (8) Given the reactants [NH2:1][C:2]1[CH:3]=[C:4]([CH:9]=[CH:10][CH:11]=1)[C:5]([NH:7][CH3:8])=[O:6].Br[CH:13]([C:19]1[CH:24]=[CH:23][CH:22]=[CH:21][CH:20]=1)[C:14]([O:16][CH2:17][CH3:18])=[O:15].CCN(C(C)C)C(C)C, predict the reaction product. The product is: [CH3:8][NH:7][C:5]([C:4]1[CH:3]=[C:2]([NH:1][CH:13]([C:19]2[CH:24]=[CH:23][CH:22]=[CH:21][CH:20]=2)[C:14]([O:16][CH2:17][CH3:18])=[O:15])[CH:11]=[CH:10][CH:9]=1)=[O:6].